From a dataset of Peptide-MHC class I binding affinity with 185,985 pairs from IEDB/IMGT. Regression. Given a peptide amino acid sequence and an MHC pseudo amino acid sequence, predict their binding affinity value. This is MHC class I binding data. The peptide sequence is TEGEGRVIL. The MHC is HLA-A69:01 with pseudo-sequence HLA-A69:01. The binding affinity (normalized) is 0.0847.